This data is from NCI-60 drug combinations with 297,098 pairs across 59 cell lines. The task is: Regression. Given two drug SMILES strings and cell line genomic features, predict the synergy score measuring deviation from expected non-interaction effect. (1) Drug 1: CC12CCC3C(C1CCC2=O)CC(=C)C4=CC(=O)C=CC34C. Drug 2: C1=CN(C=N1)CC(O)(P(=O)(O)O)P(=O)(O)O. Cell line: A549. Synergy scores: CSS=3.35, Synergy_ZIP=-14.0, Synergy_Bliss=-26.2, Synergy_Loewe=-26.1, Synergy_HSA=-25.3. (2) Synergy scores: CSS=5.97, Synergy_ZIP=2.07, Synergy_Bliss=7.71, Synergy_Loewe=6.76, Synergy_HSA=6.80. Drug 1: CCC(=C(C1=CC=CC=C1)C2=CC=C(C=C2)OCCN(C)C)C3=CC=CC=C3.C(C(=O)O)C(CC(=O)O)(C(=O)O)O. Drug 2: CCC1(CC2CC(C3=C(CCN(C2)C1)C4=CC=CC=C4N3)(C5=C(C=C6C(=C5)C78CCN9C7C(C=CC9)(C(C(C8N6C)(C(=O)OC)O)OC(=O)C)CC)OC)C(=O)OC)O.OS(=O)(=O)O. Cell line: PC-3.